Task: Regression/Classification. Given a drug SMILES string, predict its absorption, distribution, metabolism, or excretion properties. Task type varies by dataset: regression for continuous measurements (e.g., permeability, clearance, half-life) or binary classification for categorical outcomes (e.g., BBB penetration, CYP inhibition). Dataset: cyp2d6_veith.. Dataset: CYP2D6 inhibition data for predicting drug metabolism from PubChem BioAssay (1) The compound is Cc1ccc(-n2nc3c(c2NC(=O)c2cccs2)CSC3)cc1. The result is 0 (non-inhibitor). (2) The compound is CC1=CC(=C2C(=O)c3ccccc3C2=O)C=C(C)O1. The result is 0 (non-inhibitor). (3) The molecule is CCc1cc2c(=O)n(-c3ccccc3)c(=S)[nH]c2s1. The result is 0 (non-inhibitor). (4) The molecule is N#CCCn1c(=O)c(-c2cccc(C#N)c2)nc2cnc(Oc3cccc(Cl)c3)nc21. The result is 0 (non-inhibitor). (5) The molecule is Cc1nnsc1SCC(=O)O. The result is 0 (non-inhibitor).